This data is from Reaction yield outcomes from USPTO patents with 853,638 reactions. The task is: Predict the reaction yield, written as a fraction of the theoretical maximum amount of product (1.0 means a 100% yield; for example, 0.34 means a 34% yield). (1) The reactants are [Cl:1][C:2]1[CH:3]=[CH:4][C:5]([CH2:8][CH2:9][C:10]2[CH:15]=[CH:14][N:13]([C:16]3[CH:21]=[CH:20][C:19]4[C:22]5[CH2:23][NH:24][CH2:25][CH2:26][C:27]=5[O:28][C:18]=4[CH:17]=3)[C:12](=[O:29])[N:11]=2)=[N:6][CH:7]=1.Cl.CCOCC. The catalyst is CO. The product is [ClH:1].[Cl:1][C:2]1[CH:3]=[CH:4][C:5]([CH2:8][CH2:9][C:10]2[CH:15]=[CH:14][N:13]([C:16]3[CH:21]=[CH:20][C:19]4[C:22]5[CH2:23][NH:24][CH2:25][CH2:26][C:27]=5[O:28][C:18]=4[CH:17]=3)[C:12](=[O:29])[N:11]=2)=[N:6][CH:7]=1. The yield is 1.00. (2) The reactants are [CH3:1][O:2][C:3](=[O:17])/[CH:4]=[C:5](\[NH:7][C:8]1[CH:13]=[CH:12][C:11]([O:14][CH2:15][CH3:16])=[CH:10][CH:9]=1)/[CH3:6].[C:18](#[N:21])[CH2:19][CH3:20]. The catalyst is CC([O-])=O.CC([O-])=O.[Cu+2]. The product is [CH3:1][O:2][C:3]([C:4]1[C:18]([CH2:19][CH3:20])=[N:21][N:7]([C:8]2[CH:9]=[CH:10][C:11]([O:14][CH2:15][CH3:16])=[CH:12][CH:13]=2)[C:5]=1[CH3:6])=[O:17]. The yield is 0.880. (3) The reactants are [C:1]([O:4][C@@H:5]1[CH2:29][CH2:28][C@@:27]2([CH3:30])[C@H:7]([CH2:8][CH2:9][C@@H:10]3[C:26]2=[CH:25][CH2:24][C@@:23]2([CH3:31])[C@H:11]3[CH2:12][CH:13]=[C:14]2[C@H:15]([CH3:22])/[CH:16]=[CH:17]/[C:18]([O:20][CH3:21])=[O:19])[CH2:6]1)(=[O:3])[CH3:2]. The catalyst is CCOC(C)=O.O=[Pt]=O. The product is [C:1]([O:4][C@@H:5]1[CH2:29][CH2:28][C@@:27]2([CH3:30])[C@H:7]([CH2:8][CH2:9][C@@H:10]3[C:26]2=[CH:25][CH2:24][C@@:23]2([CH3:31])[C@H:11]3[CH2:12][CH2:13][C@@H:14]2[C@H:15]([CH3:22])[CH2:16][CH2:17][C:18]([O:20][CH3:21])=[O:19])[CH2:6]1)(=[O:3])[CH3:2]. The yield is 0.960. (4) The reactants are C([O:8][C:9]1[CH:10]=[C:11]([C:16]2[C:24]3[C:19](=[N:20][CH:21]=[N:22][C:23]=3[NH2:25])[N:18]([CH:26]([CH3:28])[CH3:27])[N:17]=2)[CH:12]=[C:13]([F:15])[CH:14]=1)C1C=CC=CC=1. The catalyst is CO.[Pd]. The product is [NH2:25][C:23]1[N:22]=[CH:21][N:20]=[C:19]2[N:18]([CH:26]([CH3:28])[CH3:27])[N:17]=[C:16]([C:11]3[CH:10]=[C:9]([OH:8])[CH:14]=[C:13]([F:15])[CH:12]=3)[C:24]=12. The yield is 1.00.